Dataset: Full USPTO retrosynthesis dataset with 1.9M reactions from patents (1976-2016). Task: Predict the reactants needed to synthesize the given product. Given the product [CH2:12]1[C:13]2[C:8](=[C:7]([O:6][CH2:5][C:4]([O:3][CH2:1][CH3:2])=[O:24])[CH:16]=[CH:15][CH:14]=2)[CH2:9][CH2:10][NH:11]1, predict the reactants needed to synthesize it. The reactants are: [CH2:1]([O:3][C:4](=[O:24])[CH2:5][O:6][C:7]1[CH:16]=[CH:15][CH:14]=[C:13]2[C:8]=1[CH2:9][CH2:10][N:11](C(OC(C)(C)C)=O)[CH2:12]2)[CH3:2].